From a dataset of Full USPTO retrosynthesis dataset with 1.9M reactions from patents (1976-2016). Predict the reactants needed to synthesize the given product. (1) Given the product [C:1]1([CH2:7][CH2:8][C:9]2[S:13][C:12]([C:14]([O:16][CH3:17])=[O:15])=[CH:11][CH:10]=2)[CH:6]=[CH:5][CH:4]=[CH:3][CH:2]=1, predict the reactants needed to synthesize it. The reactants are: [C:1]1([CH:7]=[CH:8][C:9]2[S:13][C:12]([C:14]([O:16][CH3:17])=[O:15])=[CH:11][CH:10]=2)[CH:6]=[CH:5][CH:4]=[CH:3][CH:2]=1. (2) Given the product [CH3:12][C:10]1[CH:11]=[C:3]([OH:2])[CH:4]=[C:5]2[C:9]=1[NH:8][CH:7]=[C:6]2[CH:13]1[CH2:18][CH2:17][N:16]([CH3:19])[CH2:15][CH2:14]1, predict the reactants needed to synthesize it. The reactants are: C[O:2][C:3]1[CH:4]=[C:5]2[C:9](=[C:10]([CH3:12])[CH:11]=1)[NH:8][CH:7]=[C:6]2[CH:13]1[CH2:18][CH2:17][N:16]([CH3:19])[CH2:15][CH2:14]1.Cl.N1C=CC=CC=1. (3) The reactants are: [CH3:1][O:2][C:3]1[CH:4]=[C:5]2[C:9](=[CH:10][CH:11]=1)[NH:8][C:7](=[O:12])[CH2:6]2.[OH:13][CH2:14][CH2:15][CH2:16][C:17]1[C:18]2[CH2:28][CH2:27][CH2:26][CH2:25][CH2:24][C:19]=2[NH:20][C:21]=1[CH:22]=O.N1CCCCC1. Given the product [OH:13][CH2:14][CH2:15][CH2:16][C:17]1[C:18]2[CH2:28][CH2:27][CH2:26][CH2:25][CH2:24][C:19]=2[NH:20][C:21]=1/[CH:22]=[C:6]1\[C:7](=[O:12])[NH:8][C:9]2[C:5]\1=[CH:4][C:3]([O:2][CH3:1])=[CH:11][CH:10]=2, predict the reactants needed to synthesize it. (4) Given the product [CH:1]1[C:10]2[C:5](=[CH:6][C:7]([C:11]3[S:15][C:14]([NH:16][C:61]([C@H:51]4[C@@H:52]([C:55]5[CH:56]=[CH:57][CH:58]=[CH:59][CH:60]=5)[CH2:53][CH2:54][N:50]4[C:48]([O:47][C:43]([CH3:46])([CH3:45])[CH3:44])=[O:49])=[O:62])=[N:13][N:12]=3)=[CH:8][CH:9]=2)[CH:4]=[CH:3][N:2]=1, predict the reactants needed to synthesize it. The reactants are: [CH:1]1[C:10]2[C:5](=[CH:6][C:7]([C:11]3[S:15][C:14]([NH2:16])=[N:13][N:12]=3)=[CH:8][CH:9]=2)[CH:4]=[CH:3][N:2]=1.C1C2C(=CC(C(O)=O)=CC=2)C=CN=1.ClC1C=NC=C2SC(C(O)=O)=CC=12.[C:43]([O:47][C:48]([N:50]1[CH2:54][CH2:53][C@H:52]([C:55]2[CH:60]=[CH:59][CH:58]=[CH:57][CH:56]=2)[C@@H:51]1[C:61](O)=[O:62])=[O:49])([CH3:46])([CH3:45])[CH3:44].C(Cl)CCl.C1C=CC2N(O)N=NC=2C=1.CCN(C(C)C)C(C)C.[NH4+].[Cl-]. (5) Given the product [CH2:25]([O:27][C:28]([C:30]1[N:31]=[C:32]([S:35][C:2]2[S:6][C:5]([NH:7][C:8]([NH:10][C:11]3[CH:16]=[CH:15][C:14]([CH3:17])=[CH:13][C:12]=3[C:18]([CH:20]3[CH2:24][CH2:23][CH2:22][CH2:21]3)=[O:19])=[O:9])=[N:4][CH:3]=2)[NH:33][CH:34]=1)=[O:29])[CH3:26], predict the reactants needed to synthesize it. The reactants are: Br[C:2]1[S:6][C:5]([NH:7][C:8]([NH:10][C:11]2[CH:16]=[CH:15][C:14]([CH3:17])=[CH:13][C:12]=2[C:18]([CH:20]2[CH2:24][CH2:23][CH2:22][CH2:21]2)=[O:19])=[O:9])=[N:4][CH:3]=1.[CH2:25]([O:27][C:28]([C:30]1[N:31]=[C:32]([SH:35])[NH:33][CH:34]=1)=[O:29])[CH3:26]. (6) Given the product [I:12][C:3]1[C:4]2[O:8][CH2:7][C:6](=[O:9])[C:5]=2[CH:10]=[CH:11][C:2]=1[O:1][CH3:13], predict the reactants needed to synthesize it. The reactants are: [OH:1][C:2]1[CH:11]=[CH:10][C:5]2[C:6](=[O:9])[CH2:7][O:8][C:4]=2[C:3]=1[I:12].[C:13](=O)([O-])[O-].[K+].[K+].CI.O. (7) Given the product [F:32][C:28]1[CH:27]=[C:26]([C:24]2[S:23][C:5]3[C:6]([NH:9][C@H:10]4[CH2:15][CH2:14][CH2:13][NH:12][CH2:11]4)=[N:7][CH:8]=[C:3]([C:1]([NH2:2])=[O:33])[C:4]=3[CH:25]=2)[CH:31]=[CH:30][CH:29]=1, predict the reactants needed to synthesize it. The reactants are: [C:1]([C:3]1[CH:8]=[N:7][C:6]([NH:9][C@H:10]2[CH2:15][CH2:14][CH2:13][N:12](C(OC(C)(C)C)=O)[CH2:11]2)=[C:5]2[S:23][C:24]([C:26]3[CH:31]=[CH:30][CH:29]=[C:28]([F:32])[CH:27]=3)=[CH:25][C:4]=12)#[N:2].[OH-:33].[Na+].